Task: Regression. Given a peptide amino acid sequence and an MHC pseudo amino acid sequence, predict their binding affinity value. This is MHC class I binding data.. Dataset: Peptide-MHC class I binding affinity with 185,985 pairs from IEDB/IMGT (1) The peptide sequence is RKRLMSMVK. The MHC is HLA-B73:01 with pseudo-sequence HLA-B73:01. The binding affinity (normalized) is 0.0847. (2) The peptide sequence is KYTSFPWLL. The MHC is Patr-A0701 with pseudo-sequence Patr-A0701. The binding affinity (normalized) is 0.531. (3) The peptide sequence is ALYWALMES. The MHC is HLA-A30:01 with pseudo-sequence HLA-A30:01. The binding affinity (normalized) is 0.0847. (4) The peptide sequence is ISDSAQNMM. The MHC is HLA-B40:01 with pseudo-sequence HLA-B40:01. The binding affinity (normalized) is 0.0847. (5) The peptide sequence is WFGHLASDW. The MHC is HLA-B58:01 with pseudo-sequence HLA-B58:01. The binding affinity (normalized) is 0.125. (6) The peptide sequence is RADEEQQQA. The MHC is HLA-A26:01 with pseudo-sequence HLA-A26:01. The binding affinity (normalized) is 0. (7) The peptide sequence is FVMPIFEQI. The MHC is HLA-A30:01 with pseudo-sequence HLA-A30:01. The binding affinity (normalized) is 0.213.